Dataset: Peptide-MHC class II binding affinity with 134,281 pairs from IEDB. Task: Regression. Given a peptide amino acid sequence and an MHC pseudo amino acid sequence, predict their binding affinity value. This is MHC class II binding data. The peptide sequence is TESWIVDRQWAQDLT. The binding affinity (normalized) is 0. The MHC is DRB4_0103 with pseudo-sequence DRB4_0103.